This data is from Full USPTO retrosynthesis dataset with 1.9M reactions from patents (1976-2016). The task is: Predict the reactants needed to synthesize the given product. (1) Given the product [C:52]([C:4]1[CH:13]=[CH:12][CH:11]=[C:10]([NH:14][C:15]2[C:16]3[CH:41]=[CH:40][N:39]([S:42]([C:45]4[CH:46]=[CH:47][C:48]([CH3:51])=[CH:49][CH:50]=4)(=[O:44])=[O:43])[C:17]=3[N:18]=[C:19]([NH:21][C:22]3[CH:27]=[CH:26][C:25]([N:28]4[CH2:33][CH2:32][N:31]([CH:34]([CH3:35])[CH3:36])[CH2:30][CH2:29]4)=[CH:24][C:23]=3[O:37][CH3:38])[N:20]=2)[C:5]=1[C:6]([O:8][CH3:9])=[O:7])#[N:53], predict the reactants needed to synthesize it. The reactants are: N#N.Br[C:4]1[CH:13]=[CH:12][CH:11]=[C:10]([NH:14][C:15]2[C:16]3[CH:41]=[CH:40][N:39]([S:42]([C:45]4[CH:50]=[CH:49][C:48]([CH3:51])=[CH:47][CH:46]=4)(=[O:44])=[O:43])[C:17]=3[N:18]=[C:19]([NH:21][C:22]3[CH:27]=[CH:26][C:25]([N:28]4[CH2:33][CH2:32][N:31]([CH:34]([CH3:36])[CH3:35])[CH2:30][CH2:29]4)=[CH:24][C:23]=3[O:37][CH3:38])[N:20]=2)[C:5]=1[C:6]([O:8][CH3:9])=[O:7].[CH3:52][N:53](C)C=O. (2) Given the product [CH3:1][O:2][C:3]1[CH:4]=[CH:5][C:6]([C:7]([CH:9]2[CH2:14][CH2:13][N:12]([CH:15]3[CH2:19][CH2:18][N:17]([CH2:24][C:25]4[NH:26][C:27](=[O:35])[CH:28]5[CH:33]=[N:32][N:31]([CH3:34])[CH:29]5[N:30]=4)[C:16]3=[O:20])[CH2:11][CH2:10]2)=[O:8])=[CH:21][CH:22]=1, predict the reactants needed to synthesize it. The reactants are: [CH3:1][O:2][C:3]1[CH:22]=[CH:21][C:6]([C:7]([CH:9]2[CH2:14][CH2:13][N:12]([CH:15]3[CH2:19][CH2:18][NH:17][C:16]3=[O:20])[CH2:11][CH2:10]2)=[O:8])=[CH:5][CH:4]=1.Cl[CH2:24][C:25]1[NH:26][C:27](=[O:35])[C:28]2[CH:33]=[N:32][N:31]([CH3:34])[C:29]=2[N:30]=1.[H-].[Na+]. (3) Given the product [CH3:13][O:14][C:15](=[O:33])[CH2:16][C:17]1[CH:22]=[CH:21][C:20]([C:23]2[C:27]([C:28](=[O:29])[NH:7][CH2:6][CH2:5][O:4][C:3]3[CH:8]=[CH:9][C:10]([Cl:12])=[CH:11][C:2]=3[Cl:1])=[C:26]([CH3:31])[O:25][N:24]=2)=[C:19]([Cl:32])[CH:18]=1, predict the reactants needed to synthesize it. The reactants are: [Cl:1][C:2]1[CH:11]=[C:10]([Cl:12])[CH:9]=[CH:8][C:3]=1[O:4][CH2:5][CH2:6][NH2:7].[CH3:13][O:14][C:15](=[O:33])[CH2:16][C:17]1[CH:22]=[CH:21][C:20]([C:23]2[C:27]([C:28](Cl)=[O:29])=[C:26]([CH3:31])[O:25][N:24]=2)=[C:19]([Cl:32])[CH:18]=1.C(N(CC)CC)C.O. (4) The reactants are: [CH:1]([C:9]1[NH:13][C:12]2[CH:14]=[CH:15][CH:16]=[CH:17][C:11]=2[N:10]=1)=[CH:2][C:3]1[CH:8]=[CH:7][CH:6]=[CH:5][CH:4]=1.Br[C:19]1[S:20][CH:21]=[CH:22][N:23]=1.C(=O)([O-])[O-].[K+].[K+].[N+](C1C=CC=CC=1)([O-])=O. Given the product [CH:1](/[C:9]1[N:10]([C:19]2[S:20][CH:21]=[CH:22][N:23]=2)[C:11]2[CH:17]=[CH:16][CH:15]=[CH:14][C:12]=2[N:13]=1)=[CH:2]\[C:3]1[CH:4]=[CH:5][CH:6]=[CH:7][CH:8]=1, predict the reactants needed to synthesize it. (5) Given the product [Cl:1][C:2]1[CH:7]=[C:6]([Cl:8])[CH:5]=[CH:4][C:3]=1[N:9]([C:18]1[C:19]([C:30]([F:32])([F:33])[F:31])=[CH:20][C:21]([N+:27]([O-:29])=[O:28])=[CH:22][C:23]=1[N+:24]([O-:26])=[O:25])[C:10](=[O:14])[O:11][CH2:12][CH3:13], predict the reactants needed to synthesize it. The reactants are: [Cl:1][C:2]1[CH:7]=[C:6]([Cl:8])[CH:5]=[CH:4][C:3]=1[NH:9][C:10](=[O:14])[O:11][CH2:12][CH3:13].[H-].[Na+].Cl[C:18]1[C:23]([N+:24]([O-:26])=[O:25])=[CH:22][C:21]([N+:27]([O-:29])=[O:28])=[CH:20][C:19]=1[C:30]([F:33])([F:32])[F:31].Cl. (6) Given the product [Cl:1][C:2]1[CH:3]=[C:4]([CH:29]=[C:30]([Cl:32])[CH:31]=1)[C:5]([NH:7][C:8]1[CH:20]=[C:19]([CH2:21][CH2:22][C:23]2[CH:28]=[CH:27][CH:26]=[CH:25][CH:24]=2)[CH:18]=[CH:17][C:9]=1[C:10]([OH:12])=[O:11])=[O:6], predict the reactants needed to synthesize it. The reactants are: [Cl:1][C:2]1[CH:3]=[C:4]([CH:29]=[C:30]([Cl:32])[CH:31]=1)[C:5]([NH:7][C:8]1[CH:20]=[C:19]([CH2:21][CH2:22][C:23]2[CH:28]=[CH:27][CH:26]=[CH:25][CH:24]=2)[CH:18]=[CH:17][C:9]=1[C:10]([O:12]C(C)(C)C)=[O:11])=[O:6].